Dataset: NCI-60 drug combinations with 297,098 pairs across 59 cell lines. Task: Regression. Given two drug SMILES strings and cell line genomic features, predict the synergy score measuring deviation from expected non-interaction effect. (1) Synergy scores: CSS=-0.672, Synergy_ZIP=2.41, Synergy_Bliss=6.02, Synergy_Loewe=-0.514, Synergy_HSA=-0.137. Drug 2: CN1C(=O)N2C=NC(=C2N=N1)C(=O)N. Drug 1: CC1=C(C(CCC1)(C)C)C=CC(=CC=CC(=CC(=O)O)C)C. Cell line: OVCAR-8. (2) Drug 1: CCC1=CC2CC(C3=C(CN(C2)C1)C4=CC=CC=C4N3)(C5=C(C=C6C(=C5)C78CCN9C7C(C=CC9)(C(C(C8N6C)(C(=O)OC)O)OC(=O)C)CC)OC)C(=O)OC.C(C(C(=O)O)O)(C(=O)O)O. Drug 2: C(CN)CNCCSP(=O)(O)O. Cell line: HOP-92. Synergy scores: CSS=29.3, Synergy_ZIP=-8.56, Synergy_Bliss=-1.13, Synergy_Loewe=-67.8, Synergy_HSA=-2.13. (3) Drug 1: CC1=C2C(C(=O)C3(C(CC4C(C3C(C(C2(C)C)(CC1OC(=O)C(C(C5=CC=CC=C5)NC(=O)OC(C)(C)C)O)O)OC(=O)C6=CC=CC=C6)(CO4)OC(=O)C)O)C)O. Drug 2: C1=NNC2=C1C(=O)NC=N2. Cell line: SNB-19. Synergy scores: CSS=9.07, Synergy_ZIP=-3.30, Synergy_Bliss=-6.24, Synergy_Loewe=7.77, Synergy_HSA=-5.11. (4) Drug 1: CS(=O)(=O)C1=CC(=C(C=C1)C(=O)NC2=CC(=C(C=C2)Cl)C3=CC=CC=N3)Cl. Drug 2: C1CCC(CC1)NC(=O)N(CCCl)N=O. Cell line: HL-60(TB). Synergy scores: CSS=-0.967, Synergy_ZIP=-12.8, Synergy_Bliss=-23.5, Synergy_Loewe=-42.1, Synergy_HSA=-27.0. (5) Drug 1: C1CC(C1)(C(=O)O)C(=O)O.[NH2-].[NH2-].[Pt+2]. Drug 2: CC12CCC3C(C1CCC2OP(=O)(O)O)CCC4=C3C=CC(=C4)OC(=O)N(CCCl)CCCl.[Na+]. Cell line: NCIH23. Synergy scores: CSS=8.88, Synergy_ZIP=-3.58, Synergy_Bliss=5.00, Synergy_Loewe=0.134, Synergy_HSA=3.40. (6) Drug 1: CC(C)CN1C=NC2=C1C3=CC=CC=C3N=C2N. Drug 2: C1C(C(OC1N2C=NC(=NC2=O)N)CO)O. Cell line: ACHN. Synergy scores: CSS=0.324, Synergy_ZIP=0.383, Synergy_Bliss=-0.564, Synergy_Loewe=-3.27, Synergy_HSA=-3.18. (7) Drug 1: CC1OCC2C(O1)C(C(C(O2)OC3C4COC(=O)C4C(C5=CC6=C(C=C35)OCO6)C7=CC(=C(C(=C7)OC)O)OC)O)O. Drug 2: C1=CC=C(C=C1)NC(=O)CCCCCCC(=O)NO. Cell line: HCT116. Synergy scores: CSS=66.9, Synergy_ZIP=0.423, Synergy_Bliss=-0.0280, Synergy_Loewe=-1.55, Synergy_HSA=3.20.